Dataset: Full USPTO retrosynthesis dataset with 1.9M reactions from patents (1976-2016). Task: Predict the reactants needed to synthesize the given product. (1) Given the product [CH3:16][O:15][CH2:14][CH2:13][O:12][C:9]1[CH:10]=[C:11]2[C:2]([NH:22][C:23]3[CH:28]=[CH:27][CH:26]=[C:25]([C:29]#[CH:30])[CH:24]=3)=[N:3][CH:4]=[N:5][C:6]2=[CH:7][C:8]=1[O:17][CH2:18][CH2:19][O:20][CH3:21].[S:39]([C:8]1[CH:9]=[CH:10][C:11]([CH3:2])=[CH:6][CH:7]=1)([O-:42])(=[O:41])=[O:40], predict the reactants needed to synthesize it. The reactants are: Cl[C:2]1[C:11]2[C:6](=[CH:7][C:8]([O:17][CH2:18][CH2:19][O:20][CH3:21])=[C:9]([O:12][CH2:13][CH2:14][O:15][CH3:16])[CH:10]=2)[N:5]=[CH:4][N:3]=1.[NH2:22][C:23]1[CH:24]=[C:25]([C:29]#[CH:30])[CH:26]=[CH:27][CH:28]=1.C1(C)C=CC(C([S:39]([OH:42])(=[O:41])=[O:40])=O)=CC=1. (2) Given the product [CH:26]1([N:1]2[CH2:5][CH2:4][C@H:3]([N:6]([CH2:15][C:16]3[CH:21]=[CH:20][CH:19]=[CH:18][C:17]=3[C:22]([F:24])([F:23])[F:25])[C:7]3[CH:8]=[CH:9][C:10]([C:11]#[N:12])=[CH:13][CH:14]=3)[CH2:2]2)[CH2:30][CH2:29][CH2:28][CH2:27]1, predict the reactants needed to synthesize it. The reactants are: [NH:1]1[CH2:5][CH2:4][C@H:3]([N:6]([CH2:15][C:16]2[CH:21]=[CH:20][CH:19]=[CH:18][C:17]=2[C:22]([F:25])([F:24])[F:23])[C:7]2[CH:14]=[CH:13][C:10]([C:11]#[N:12])=[CH:9][CH:8]=2)[CH2:2]1.[C:26]1(=O)[CH2:30][CH2:29][CH2:28][CH2:27]1. (3) Given the product [Br:12][CH2:8][C:7]([C:6]1[S:5][C:4]([NH:10][CH3:11])=[N:3][C:2]=1[CH3:1])=[O:9], predict the reactants needed to synthesize it. The reactants are: [CH3:1][C:2]1[N:3]=[C:4]([NH:10][CH3:11])[S:5][C:6]=1[C:7](=[O:9])[CH3:8].[Br:12]Br. (4) The reactants are: Cl[CH2:2][C:3]1[N:8]=[C:7]([CH2:9][C:10]([CH3:13])([CH3:12])[CH3:11])[C:6]([C:14]2[CH:19]=[C:18]([O:20][CH3:21])[CH:17]=[CH:16][C:15]=2[F:22])=[CH:5][CH:4]=1.[OH:23][C:24]1[CH:25]=[CH:26][C:27]([O:37][CH3:38])=[C:28]([CH2:30][CH2:31][C:32]([O:34][CH2:35][CH3:36])=[O:33])[CH:29]=1.C(=O)([O-])[O-].[Cs+].[Cs+].C(OCC)(=O)C. Given the product [CH3:11][C:10]([CH3:13])([CH3:12])[CH2:9][C:7]1[N:8]=[C:3]([CH2:2][O:23][C:24]2[CH:25]=[CH:26][C:27]([O:37][CH3:38])=[C:28]([CH2:30][CH2:31][C:32]([O:34][CH2:35][CH3:36])=[O:33])[CH:29]=2)[CH:4]=[CH:5][C:6]=1[C:14]1[CH:19]=[C:18]([O:20][CH3:21])[CH:17]=[CH:16][C:15]=1[F:22], predict the reactants needed to synthesize it. (5) Given the product [ClH:22].[Cl:22][C:23]1[CH:24]=[CH:25][C:26]2[CH:30]=[C:29]([C:31]([NH:5][C@@H:4]([C:6]([N:8]3[CH2:9][CH2:10][CH:11]([CH:14]4[CH2:15][CH2:16][N:17]([CH3:20])[CH2:18][CH2:19]4)[CH2:12][CH2:13]3)=[O:7])[CH2:3][N:2]([CH3:21])[CH3:1])=[O:32])[S:28][C:27]=2[CH:34]=1, predict the reactants needed to synthesize it. The reactants are: [CH3:1][N:2]([CH3:21])[CH2:3][C@H:4]([C:6]([N:8]1[CH2:13][CH2:12][CH:11]([CH:14]2[CH2:19][CH2:18][N:17]([CH3:20])[CH2:16][CH2:15]2)[CH2:10][CH2:9]1)=[O:7])[NH2:5].[Cl:22][C:23]1[CH:24]=[CH:25][C:26]2[CH:30]=[C:29]([C:31](O)=[O:32])[S:28][C:27]=2[CH:34]=1. (6) Given the product [CH:1]1([CH:4]([C:18]2[CH:23]=[CH:22][CH:21]=[CH:20][CH:19]=2)[NH:5][C:6]([C:8]2[CH:9]=[C:10]3[C:14](=[CH:15][CH:16]=2)[NH:13][N:12]=[C:11]3[C:37]2[CH:38]=[CH:39][C:34]([O:33][CH:30]3[CH2:31][CH2:32][N:27]([CH2:26][CH2:25][F:24])[CH2:28][CH2:29]3)=[CH:35][CH:36]=2)=[O:7])[CH2:3][CH2:2]1, predict the reactants needed to synthesize it. The reactants are: [CH:1]1([CH:4]([C:18]2[CH:23]=[CH:22][CH:21]=[CH:20][CH:19]=2)[NH:5][C:6]([C:8]2[CH:9]=[C:10]3[C:14](=[CH:15][CH:16]=2)[NH:13][N:12]=[C:11]3I)=[O:7])[CH2:3][CH2:2]1.[F:24][CH2:25][CH2:26][N:27]1[CH2:32][CH2:31][CH:30]([O:33][C:34]2[CH:39]=[CH:38][C:37](B3OC(C)(C)C(C)(C)O3)=[CH:36][CH:35]=2)[CH2:29][CH2:28]1. (7) Given the product [CH3:11][NH:12][S:7]([CH:1]1[CH2:6][CH2:5][CH2:4][CH2:3][CH2:2]1)(=[O:9])=[O:8], predict the reactants needed to synthesize it. The reactants are: [CH:1]1([S:7](Cl)(=[O:9])=[O:8])[CH2:6][CH2:5][CH2:4][CH2:3][CH2:2]1.[CH3:11][NH2:12].Cl. (8) Given the product [CH3:16][C:5]1[CH:4]=[CH:3][C:2]([O:1][C:24]2[CH:29]=[N:28][C:27]([N+:30]([O-:32])=[O:31])=[CH:26][CH:25]=2)=[CH:7][C:6]=1[NH:8][C:9](=[O:15])[O:10][C:11]([CH3:12])([CH3:13])[CH3:14], predict the reactants needed to synthesize it. The reactants are: [OH:1][C:2]1[CH:3]=[CH:4][C:5]([CH3:16])=[C:6]([NH:8][C:9](=[O:15])[O:10][C:11]([CH3:14])([CH3:13])[CH3:12])[CH:7]=1.C(=O)([O-])[O-].[Cs+].[Cs+].Br[C:24]1[CH:25]=[CH:26][C:27]([N+:30]([O-:32])=[O:31])=[N:28][CH:29]=1. (9) Given the product [F:1][C:2]1[CH:9]=[CH:8][C:5]([CH:6]=[N:14][OH:15])=[CH:4][C:3]=1[N+:10]([O-:12])=[O:11], predict the reactants needed to synthesize it. The reactants are: [F:1][C:2]1[CH:9]=[CH:8][C:5]([CH:6]=O)=[CH:4][C:3]=1[N+:10]([O-:12])=[O:11].Cl.[NH2:14][OH:15].C([O-])(=O)C.[Na+]. (10) The reactants are: Cl[CH2:2][C:3]1[CH:10]=[CH:9][C:6]([CH2:7][OH:8])=[CH:5][CH:4]=1.[Cl:11][C:12]1[CH:13]=[N:14][NH:15][CH:16]=1.C(=O)([O-])[O-].[K+].[K+]. Given the product [Cl:11][C:12]1[CH:13]=[N:14][N:15]([CH2:2][C:3]2[CH:10]=[CH:9][C:6]([CH2:7][OH:8])=[CH:5][CH:4]=2)[CH:16]=1, predict the reactants needed to synthesize it.